From a dataset of NCI-60 drug combinations with 297,098 pairs across 59 cell lines. Regression. Given two drug SMILES strings and cell line genomic features, predict the synergy score measuring deviation from expected non-interaction effect. Drug 1: CS(=O)(=O)C1=CC(=C(C=C1)C(=O)NC2=CC(=C(C=C2)Cl)C3=CC=CC=N3)Cl. Drug 2: C1CC(=O)NC(=O)C1N2C(=O)C3=CC=CC=C3C2=O. Cell line: RPMI-8226. Synergy scores: CSS=0.620, Synergy_ZIP=6.20, Synergy_Bliss=7.30, Synergy_Loewe=0.462, Synergy_HSA=0.00603.